The task is: Predict the product of the given reaction.. This data is from Forward reaction prediction with 1.9M reactions from USPTO patents (1976-2016). (1) Given the reactants [CH3:1][C:2]1[CH:3]=[C:4]([NH2:12])[CH:5]=[C:6]([CH3:11])[C:7]=1[N+:8]([O-:10])=[O:9].[F:13][C:14]([F:24])([F:23])[C:15]1[CH:22]=[CH:21][C:18]([CH:19]=O)=[CH:17][CH:16]=1.O, predict the reaction product. The product is: [CH3:11][C:6]1[CH:5]=[C:4]([NH:12][CH2:19][C:18]2[CH:17]=[CH:16][C:15]([C:14]([F:13])([F:23])[F:24])=[CH:22][CH:21]=2)[CH:3]=[C:2]([CH3:1])[C:7]=1[N+:8]([O-:10])=[O:9]. (2) Given the reactants [CH3:1][O:2][C:3]1[CH:4]=[C:5]([S:11][C:12]2[CH:19]=[CH:18][CH:17]=[CH:16][C:13]=2[CH2:14]O)[CH:6]=[C:7]([O:9][CH3:10])[CH:8]=1.C1(P(C2C=CC=CC=2)C2C=CC=CC=2)C=CC=CC=1.C(Br)(Br)(Br)[Br:40], predict the reaction product. The product is: [CH3:1][O:2][C:3]1[CH:4]=[C:5]([S:11][C:12]2[CH:19]=[CH:18][CH:17]=[CH:16][C:13]=2[CH2:14][Br:40])[CH:6]=[C:7]([O:9][CH3:10])[CH:8]=1.